Dataset: Catalyst prediction with 721,799 reactions and 888 catalyst types from USPTO. Task: Predict which catalyst facilitates the given reaction. (1) Reactant: [O:1]=[C:2]1[CH2:7][CH2:6][N:5]([C:8]([O:10][C:11]([CH3:14])([CH3:13])[CH3:12])=[O:9])[CH2:4][CH2:3]1.[CH3:15]C(C)([O-])C.[K+].[I-].C[S+](C)(C)=O. Product: [O:1]1[C:2]2([CH2:3][CH2:4][N:5]([C:8]([O:10][C:11]([CH3:14])([CH3:13])[CH3:12])=[O:9])[CH2:6][CH2:7]2)[CH2:15]1. The catalyst class is: 51. (2) Reactant: [OH:1][C@@H:2]1[C@H:6]2[N:7](C(OCC3C=CC=CC=3)=O)[CH2:8][C@H:9]([O:10][CH3:11])[C@H:5]2[O:4][CH2:3]1.[H][H]. Product: [CH3:11][O:10][C@H:9]1[CH2:8][NH:7][C@@H:6]2[C@@H:2]([OH:1])[CH2:3][O:4][C@H:5]12. The catalyst class is: 63. (3) Reactant: Cl[C:2]1[C:3]([CH:8]([NH2:15])[C:9]2[CH:14]=[CH:13][CH:12]=[CH:11][CH:10]=2)=[N:4][CH:5]=[CH:6][N:7]=1.ClC1C(C([C:35]2[CH:40]=[CH:39][CH:38]=[CH:37]C=2)N2C(=O)[C:40]3[C:39](=[CH:38][CH:37]=C[CH:35]=3)C2=O)=NC=CN=1.CC(OC(/[N:47]=N/C(OC(C)C)=O)=O)C.C(Cl)Cl. Product: [CH:38]1([C:37]2[N:4]3[CH:5]=[CH:6][N:7]=[C:2]([NH2:47])[C:3]3=[C:8]([C:9]3[CH:14]=[CH:13][CH:12]=[CH:11][CH:10]=3)[N:15]=2)[CH2:39][CH2:40][CH2:35]1. The catalyst class is: 14. (4) The catalyst class is: 28. Product: [ClH:32].[CH:22]1([CH2:21][N+:18]2([O-:25])[CH2:19][CH2:20][C@:5]34[C:6]5[C:7]6[O:29][C@H:4]3[C:3](=[O:2])[CH2:16][CH2:15][C@@:14]4([OH:17])[C@H:13]2[CH2:12][C:11]=5[CH:10]=[CH:9][C:8]=6[C:26](=[O:28])[NH2:27])[CH2:24][CH2:23]1. Reactant: C[O:2][C:3]1(OC)[CH2:16][CH2:15][C@:14]2([OH:17])[C@:5]34[CH2:20][CH2:19][N+:18]([O-:25])([CH2:21][CH:22]5[CH2:24][CH2:23]5)[C@@H:13]2[CH2:12][C:11]2[CH:10]=[CH:9][C:8]([C:26](=[O:28])[NH2:27])=[C:7]([O:29][C@@H:4]13)[C:6]4=2.[ClH:32]. (5) Reactant: [Br:1][CH2:2][CH2:3][CH2:4][CH2:5][CH2:6][CH2:7][CH2:8][CH2:9][CH2:10][CH2:11][CH2:12][CH2:13][OH:14].[H-].[Na+].[CH2:17](Br)[C:18]1[CH:23]=[CH:22][CH:21]=[CH:20][CH:19]=1.[Cl-].[NH4+]. Product: [Br:1][CH2:2][CH2:3][CH2:4][CH2:5][CH2:6][CH2:7][CH2:8][CH2:9][CH2:10][CH2:11][CH2:12][CH2:13][O:14][CH2:17][C:18]1[CH:23]=[CH:22][CH:21]=[CH:20][CH:19]=1. The catalyst class is: 1. (6) Reactant: [O:1]([C:8]1[CH:13]=[CH:12][C:11]([NH:14][C:15]2[N:20]=[CH:19][N:18]=[C:17]([NH:21][CH:22]3[CH2:26][CH2:25][N:24](C(OC(C)(C)C)=O)[CH2:23]3)[CH:16]=2)=[CH:10][CH:9]=1)[C:2]1[CH:7]=[CH:6][CH:5]=[CH:4][CH:3]=1.C(O)(C(F)(F)F)=O. Product: [O:1]([C:8]1[CH:9]=[CH:10][C:11]([NH:14][C:15]2[CH:16]=[C:17]([NH:21][CH:22]3[CH2:26][CH2:25][NH:24][CH2:23]3)[N:18]=[CH:19][N:20]=2)=[CH:12][CH:13]=1)[C:2]1[CH:7]=[CH:6][CH:5]=[CH:4][CH:3]=1. The catalyst class is: 2. (7) Reactant: [N:1]1[CH:6]=[CH:5][CH:4]=[C:3]([C:7]2[CH:8]=[CH:9][C:10]3[NH:16][C:15](=O)[CH2:14][CH2:13][CH2:12][C:11]=3[CH:18]=2)[CH:2]=1.COC1C=CC(P2(=S)SP(=S)(C3C=CC(OC)=CC=3)[S:28]2)=CC=1. Product: [N:1]1[CH:6]=[CH:5][CH:4]=[C:3]([C:7]2[CH:8]=[CH:9][C:10]3[NH:16][C:15](=[S:28])[CH2:14][CH2:13][CH2:12][C:11]=3[CH:18]=2)[CH:2]=1. The catalyst class is: 11. (8) Reactant: C([Mg]Cl)(C)(C)C.[N:7]([C@:10]1([CH2:27][OH:28])[O:14][C@@H:13]([N:15]2[CH:20]=[CH:19][C:18](=[O:21])[NH:17][C:16]2=[O:22])[C@:12]([C:24]#[CH:25])([OH:23])[C@@H:11]1[OH:26])=[N+:8]=[N-:9].F[C:30]1[C:54](F)=[C:53](F)[C:52](F)=[C:51](F)[C:31]=1[O:32][P@:33]([NH:42][C@@H:43]([CH3:50])[C:44]([O:46][CH:47]([CH3:49])[CH3:48])=[O:45])(OC1C=CC=CC=1)=[O:34].CC(O)=O. Product: [N:7]([C@@:10]1([CH2:27][O:28][P@@:33]([NH:42][C@@H:43]([CH3:50])[C:44]([O:46][CH:47]([CH3:49])[CH3:48])=[O:45])([O:32][C:31]2[CH:51]=[CH:52][CH:53]=[CH:54][CH:30]=2)=[O:34])[C@@H:11]([OH:26])[C@@:12]([C:24]#[CH:25])([OH:23])[C@H:13]([N:15]2[CH:20]=[CH:19][C:18](=[O:21])[NH:17][C:16]2=[O:22])[O:14]1)=[N+:8]=[N-:9]. The catalyst class is: 1. (9) Reactant: C(O)CC.[C:5]([O:9][C:10]([NH:12][C@H:13]1[CH2:18][CH2:17][C@H:16]([C:19]([C:22]2[S:26][CH:25]=[C:24]([C:27]([O:29][CH3:30])=[O:28])[C:23]=2[CH3:31])=[CH:20][CH3:21])[CH2:15][CH2:14]1)=[O:11])([CH3:8])([CH3:7])[CH3:6]. Product: [C:5]([O:9][C:10]([NH:12][C@H:13]1[CH2:14][CH2:15][C@H:16]([CH:19]([C:22]2[S:26][CH:25]=[C:24]([C:27]([O:29][CH3:30])=[O:28])[C:23]=2[CH3:31])[CH2:20][CH3:21])[CH2:17][CH2:18]1)=[O:11])([CH3:8])([CH3:7])[CH3:6]. The catalyst class is: 19.